This data is from Catalyst prediction with 721,799 reactions and 888 catalyst types from USPTO. The task is: Predict which catalyst facilitates the given reaction. (1) Reactant: [Cl:1][C:2]1[CH:7]=[CH:6][C:5]([C:8]([CH3:13])([CH3:12])[C:9]([OH:11])=O)=[CH:4][CH:3]=1.[NH2:14][CH2:15][CH2:16][CH2:17][N:18]1[CH2:23][CH2:22][CH:21]([C:24]2[CH:25]=[C:26]([NH:30][C:31](=[O:35])[CH:32]([CH3:34])[CH3:33])[CH:27]=[CH:28][CH:29]=2)[CH2:20][CH2:19]1. Product: [Cl:1][C:2]1[CH:3]=[CH:4][C:5]([C:8]([CH3:13])([CH3:12])[C:9]([NH:14][CH2:15][CH2:16][CH2:17][N:18]2[CH2:23][CH2:22][CH:21]([C:24]3[CH:29]=[CH:28][CH:27]=[C:26]([NH:30][C:31](=[O:35])[CH:32]([CH3:33])[CH3:34])[CH:25]=3)[CH2:20][CH2:19]2)=[O:11])=[CH:6][CH:7]=1. The catalyst class is: 22. (2) Reactant: [C:1]([C:3]1[C:4]([C:25]([O:27]C)=[O:26])=[N:5][C:6]([C:19]2[CH:24]=[CH:23][CH:22]=[CH:21][CH:20]=2)=[C:7]([C:9]2[CH:14]=[CH:13][C:12](=[O:15])[N:11]([CH:16]([CH3:18])[CH3:17])[N:10]=2)[CH:8]=1)#[N:2].[OH-].[Na+].Cl. Product: [C:1]([C:3]1[C:4]([C:25]([OH:27])=[O:26])=[N:5][C:6]([C:19]2[CH:24]=[CH:23][CH:22]=[CH:21][CH:20]=2)=[C:7]([C:9]2[CH:14]=[CH:13][C:12](=[O:15])[N:11]([CH:16]([CH3:18])[CH3:17])[N:10]=2)[CH:8]=1)#[N:2]. The catalyst class is: 5. (3) Reactant: [OH:1][C:2]([C:4]1[CH:9]=[CH:8][C:7]([CH:10]([NH:15][C@H:16]([C:21]([NH:23][CH2:24][C:25]#[N:26])=[O:22])[CH2:17][CH:18]([CH3:20])[CH3:19])[C:11]([F:14])([F:13])[F:12])=[CH:6][CH:5]=1)=O.[CH3:27][N:28]1[CH2:33][CH2:32][NH:31][CH2:30][CH2:29]1.C(N(CC)CC)C. Product: [C:25]([CH2:24][NH:23][C:21](=[O:22])[C@H:16]([CH2:17][CH:18]([CH3:19])[CH3:20])[NH:15][CH:10]([C:7]1[CH:8]=[CH:9][C:4]([C:2]([N:31]2[CH2:32][CH2:33][N:28]([CH3:27])[CH2:29][CH2:30]2)=[O:1])=[CH:5][CH:6]=1)[C:11]([F:14])([F:12])[F:13])#[N:26]. The catalyst class is: 3. (4) Reactant: [S:1]([Cl:5])([Cl:4])(=[O:3])=[O:2].[CH3:6][NH:7][CH2:8][CH2:9][N:10]([CH3:12])[CH3:11]. Product: [Cl-:4].[Cl:5][S:1]([N:7]([CH3:6])[CH2:8][CH2:9][NH+:10]([CH3:12])[CH3:11])(=[O:3])=[O:2]. The catalyst class is: 22. (5) Reactant: [O:1]=[C:2]1[C:11]2[C:6](=[CH:7][CH:8]=[C:9]([C:12]([O:14][CH3:15])=[O:13])[CH:10]=2)[CH:5]=[CH:4][NH:3]1.C(=O)([O-])[O-].[K+].[K+].Br[CH2:23][CH:24]1[O:28][CH2:27][CH2:26][O:25]1.O. Product: [O:25]1[CH2:26][CH2:27][O:28][CH:24]1[CH2:23][N:3]1[CH:4]=[CH:5][C:6]2[C:11](=[CH:10][C:9]([C:12]([O:14][CH3:15])=[O:13])=[CH:8][CH:7]=2)[C:2]1=[O:1]. The catalyst class is: 3. (6) Reactant: Cl.[C:2]12([CH2:12][CH2:13][N:14]([CH2:22][CH2:23][CH2:24][CH2:25][CH3:26])[C:15]([C@H:17]3[CH2:21][CH2:20][CH2:19][NH:18]3)=[O:16])[CH2:11][CH:6]3[CH2:7][CH:8]([CH2:10][CH:4]([CH2:5]3)[CH2:3]1)[CH2:9]2.C(=O)([O-])[O-].[K+].[K+].CI.Cl.[Cl:36][CH2:37][CH2:38][C:39]1[CH:44]=[CH:43][N:42]=[CH:41][CH:40]=1.[OH-].[Na+]. Product: [ClH:36].[C:2]12([CH2:12][CH2:13][N:14]([CH2:22][CH2:23][CH2:24][CH2:25][CH3:26])[C:15]([C@H:17]3[CH2:21][CH2:20][CH2:19][N:18]3[CH2:37][CH2:38][C:39]3[CH:44]=[CH:43][N:42]=[CH:41][CH:40]=3)=[O:16])[CH2:9][CH:8]3[CH2:10][CH:4]([CH2:5][CH:6]([CH2:7]3)[CH2:11]1)[CH2:3]2. The catalyst class is: 27. (7) Reactant: [NH2:1][C:2]1[N:3]=[C:4]([CH3:21])[C:5]2[CH:11]=[C:10](Br)[C:9](=[O:13])[N:8]([C@H:14]3[CH2:19][CH2:18][C@H:17]([OH:20])[CH2:16][CH2:15]3)[C:6]=2[N:7]=1.[B-](F)(F)(F)[C:23]1[NH:27][N:26]=[CH:25][CH:24]=1.[K+].C(N(CC)CC)C. Product: [NH2:1][C:2]1[N:3]=[C:4]([CH3:21])[C:5]2[CH:11]=[C:10]([C:25]3[CH:24]=[CH:23][NH:27][N:26]=3)[C:9](=[O:13])[N:8]([C@H:14]3[CH2:19][CH2:18][C@H:17]([OH:20])[CH2:16][CH2:15]3)[C:6]=2[N:7]=1. The catalyst class is: 8.